From a dataset of Forward reaction prediction with 1.9M reactions from USPTO patents (1976-2016). Predict the product of the given reaction. (1) Given the reactants [Br:1][C:2]1[S:6][C:5]([S:7](Cl)(=[O:9])=[O:8])=[CH:4][CH:3]=1.[NH:11]1[CH:15]=[CH:14][CH:13]=[CH:12]1, predict the reaction product. The product is: [Br:1][C:2]1[S:6][C:5]([S:7]([N:11]2[CH:15]=[CH:14][CH:13]=[CH:12]2)(=[O:9])=[O:8])=[CH:4][CH:3]=1. (2) The product is: [C:1]12([C:11]3[CH:12]=[C:13]([C:29]4[CH:34]=[N:33][C:32](/[CH:35]=[CH:36]/[C:37]([O:39][CH2:40][CH3:41])=[O:38])=[CH:31][N:30]=4)[CH:14]=[CH:15][C:16]=3[O:17][CH2:18][C:19]3[CH:24]=[CH:23][CH:22]=[CH:21][CH:20]=3)[CH2:10][CH:5]3[CH2:6][CH:7]([CH2:9][CH:3]([CH2:4]3)[CH2:2]1)[CH2:8]2. Given the reactants [C:1]12([C:11]3[CH:12]=[C:13](B(O)O)[CH:14]=[CH:15][C:16]=3[O:17][CH2:18][C:19]3[CH:24]=[CH:23][CH:22]=[CH:21][CH:20]=3)[CH2:10][CH:5]3[CH2:6][CH:7]([CH2:9][CH:3]([CH2:4]3)[CH2:2]1)[CH2:8]2.Br[C:29]1[N:30]=[CH:31][C:32](/[CH:35]=[CH:36]/[C:37]([O:39][CH2:40][CH3:41])=[O:38])=[N:33][CH:34]=1, predict the reaction product. (3) Given the reactants [F:1][C:2]1[CH:10]=[CH:9][CH:8]=[C:4]([C:5]([OH:7])=[O:6])[C:3]=1[OH:11].[Br:12]Br, predict the reaction product. The product is: [Br:12][C:9]1[CH:10]=[C:2]([F:1])[C:3]([OH:11])=[C:4]([CH:8]=1)[C:5]([OH:7])=[O:6]. (4) Given the reactants Cl.[NH2:2][C:3]1([C:6]#[N:7])[CH2:5][CH2:4]1.C1C=NC2N(O)N=NC=2C=1.CCN(C(C)C)C(C)C.CN(C(ON1N=NC2C=CC=NC1=2)=[N+](C)C)C.F[P-](F)(F)(F)(F)F.[CH2:51]1[C:53]2([CH2:58][CH2:57][N:56]([C:59]([NH:61][C@@H:62]([CH2:66][C:67]([F:76])([F:75])[CH2:68][C:69]3[CH:74]=[CH:73][CH:72]=[CH:71][CH:70]=3)[C:63](O)=[O:64])=[O:60])[CH2:55][CH2:54]2)[CH2:52]1, predict the reaction product. The product is: [C:6]([C:3]1([NH:2][C:63]([C@@H:62]([NH:61][C:59]([N:56]2[CH2:55][CH2:54][C:53]3([CH2:51][CH2:52]3)[CH2:58][CH2:57]2)=[O:60])[CH2:66][C:67]([F:75])([F:76])[CH2:68][C:69]2[CH:74]=[CH:73][CH:72]=[CH:71][CH:70]=2)=[O:64])[CH2:5][CH2:4]1)#[N:7]. (5) Given the reactants C([N:8]1[CH2:17][CH2:16][C:15]2[N:14]=[C:13]([O:18][CH:19]([CH:21]3[CH2:23][CH2:22]3)[CH3:20])[CH:12]=[CH:11][C:10]=2[CH2:9]1)C1C=CC=CC=1.C(OCC)(=O)C.[ClH:30], predict the reaction product. The product is: [ClH:30].[CH:21]1([CH:19]([O:18][C:13]2[CH:12]=[CH:11][C:10]3[CH2:9][NH:8][CH2:17][CH2:16][C:15]=3[N:14]=2)[CH3:20])[CH2:23][CH2:22]1. (6) Given the reactants CN(C)C=O.[CH2:6]([O:10][C:11]1[C:16]([F:17])=[C:15](Cl)[N:14]=[CH:13][N:12]=1)[C:7]#[C:8][CH3:9].C(=O)([O-])[O-].[K+].[K+].[CH3:25][C:26]1([CH3:31])[CH2:30][CH2:29][NH:28][CH2:27]1, predict the reaction product. The product is: [CH2:6]([O:10][C:11]1[C:16]([F:17])=[C:15]([N:28]2[CH2:29][CH2:30][C:26]([CH3:31])([CH3:25])[CH2:27]2)[N:14]=[CH:13][N:12]=1)[C:7]#[C:8][CH3:9]. (7) Given the reactants [C:1]1([C:3](=[CH:5][CH:6]=[CH:7][CH:8]=1)[OH:4])[OH:2].S(=O)(=O)(O)O, predict the reaction product. The product is: [OH:2][C:1]1[C:3]([OH:4])=[CH:5][C:6]2[C:7]3[C:6](=[CH:5][C:3]([OH:4])=[C:1]([OH:2])[CH:8]=3)[C:7]3[C:6](=[CH:5][C:3]([OH:4])=[C:1]([OH:2])[CH:8]=3)[C:7]=2[CH:8]=1. (8) Given the reactants [NH2:1][C:2]1[N:7]=[C:6]([Cl:8])[CH:5]=[C:4](Cl)[N:3]=1.[F:10][C:11]([F:30])([F:29])[CH:12]([C:14]1[CH:19]=[CH:18][CH:17]=[CH:16][C:15]=1[N:20]1[CH:24]=[CH:23][C:22]([C:25]([F:28])([F:27])[F:26])=[N:21]1)[OH:13].[H-].[Na+], predict the reaction product. The product is: [Cl:8][C:6]1[CH:5]=[C:4]([O:13][CH:12]([C:14]2[CH:19]=[CH:18][CH:17]=[CH:16][C:15]=2[N:20]2[CH:24]=[CH:23][C:22]([C:25]([F:28])([F:27])[F:26])=[N:21]2)[C:11]([F:30])([F:29])[F:10])[N:3]=[C:2]([NH2:1])[N:7]=1. (9) Given the reactants [CH2:1]([N:8]1[CH:16]=[C:15]2[C:10]([CH:11]=[C:12]([C:17]3[CH:18]=[C:19]([CH:27]4[O:32][CH2:31][CH2:30][NH:29][CH2:28]4)[N:20]4[C:25]=3[C:24]([NH2:26])=[N:23][CH:22]=[N:21]4)[CH:13]=[CH:14]2)=[N:9]1)[C:2]1[CH:7]=[CH:6][CH:5]=[CH:4][CH:3]=1.CI.[C:35](=O)([O-])[O-].[K+].[K+], predict the reaction product. The product is: [NH3:8].[CH2:1]([N:8]1[CH:16]=[C:15]2[C:10]([CH:11]=[C:12]([C:17]3[CH:18]=[C:19]([CH:27]4[O:32][CH2:31][CH2:30][N:29]([CH3:35])[CH2:28]4)[N:20]4[C:25]=3[C:24]([NH2:26])=[N:23][CH:22]=[N:21]4)[CH:13]=[CH:14]2)=[N:9]1)[C:2]1[CH:7]=[CH:6][CH:5]=[CH:4][CH:3]=1. (10) Given the reactants [Cl:1][C:2]1[C:7]([OH:8])=[CH:6][CH:5]=[CH:4][N:3]=1.Br[CH2:10][C:11]([O:13][CH3:14])=[O:12].C(=O)([O-])[O-].[Cs+].[Cs+].O, predict the reaction product. The product is: [Cl:1][C:2]1[C:7]([O:8][CH2:10][C:11]([O:13][CH3:14])=[O:12])=[CH:6][CH:5]=[CH:4][N:3]=1.